This data is from Full USPTO retrosynthesis dataset with 1.9M reactions from patents (1976-2016). The task is: Predict the reactants needed to synthesize the given product. Given the product [CH3:20][O:19][CH2:18][CH2:17][N:15]1[CH:16]=[C:12]([C:9]2[CH:10]=[C:11]3[C:6](=[CH:7][CH:8]=2)[N:5]([C:21](=[O:23])[CH3:22])[C@@H:4]([CH3:24])[CH2:3][C@H:2]3[NH:1][C:26]2[CH:31]=[CH:30][C:29]([CH3:32])=[CH:28][N:27]=2)[CH:13]=[N:14]1, predict the reactants needed to synthesize it. The reactants are: [NH2:1][C@H:2]1[C:11]2[C:6](=[CH:7][CH:8]=[C:9]([C:12]3[CH:13]=[N:14][N:15]([CH2:17][CH2:18][O:19][CH3:20])[CH:16]=3)[CH:10]=2)[N:5]([C:21](=[O:23])[CH3:22])[C@@H:4]([CH3:24])[CH2:3]1.Br[C:26]1[CH:31]=[CH:30][C:29]([CH3:32])=[CH:28][N:27]=1.CN(C1C(C2C(P(C3CCCCC3)C3CCCCC3)=CC=CC=2)=CC=CC=1)C.CC(C)([O-])C.[Na+].